This data is from Forward reaction prediction with 1.9M reactions from USPTO patents (1976-2016). The task is: Predict the product of the given reaction. (1) Given the reactants I[C:2]1[C-:3]([N:7]([CH3:9])[CH3:8])[CH:4]=[CH:5][CH:6]=1.[CH-:10]1[CH:14]=[CH:13][CH:12]=[CH:11]1.[Fe+2:15].[C:16]1(B(O)O)[CH:21]=[CH:20][CH:19]=[CH:18][CH:17]=1.[OH-].[Na+], predict the reaction product. The product is: [C:16]1([C:2]2[C-:3]([N:7]([CH3:9])[CH3:8])[CH:4]=[CH:5][CH:6]=2)[CH:21]=[CH:20][CH:19]=[CH:18][CH:17]=1.[CH-:10]1[CH:14]=[CH:13][CH:12]=[CH:11]1.[Fe+2:15]. (2) Given the reactants [C:1]([Cu])#[N:2].Br[C:5]1[CH:13]=[CH:12][C:8]2[S:9][CH:10]=[CH:11][C:7]=2[CH:6]=1.N1C=CC=CC=1.C(N)CN, predict the reaction product. The product is: [S:9]1[CH:10]=[CH:11][C:7]2[CH:6]=[C:5]([C:1]#[N:2])[CH:13]=[CH:12][C:8]1=2.